From a dataset of Full USPTO retrosynthesis dataset with 1.9M reactions from patents (1976-2016). Predict the reactants needed to synthesize the given product. (1) Given the product [S:1]1[C:5]([C@H:6]([OH:25])[CH2:7][CH2:8][C@H:9]2[C@H:13]([OH:14])[CH2:12][C:11](=[O:15])[C@@H:10]2[CH2:16]/[CH:17]=[CH:18]\[CH2:19][CH2:20][CH2:21][C:22]([OH:24])=[O:23])=[CH:4][C:3]2[CH:43]=[CH:44][CH:45]=[CH:46][C:2]1=2, predict the reactants needed to synthesize it. The reactants are: [S:1]1[C:5]([C@H:6]([O:25][Si](C(C)(C)C)(C2C=CC=CC=2)C2C=CC=CC=2)[CH2:7][CH2:8][C@H:9]2[C@H:13]([OH:14])[CH2:12][C:11](=[O:15])[C@@H:10]2[CH2:16]/[CH:17]=[CH:18]\[CH2:19][CH2:20][CH2:21][C:22]([OH:24])=[O:23])=[CH:4][C:3]2[CH:43]=[CH:44][CH:45]=[CH:46][C:2]1=2.CCCC[N+](CCCC)(CCCC)CCCC.[F-].O. (2) Given the product [CH3:1][C:2]1[CH:16]=[CH:15][C:5]([O:6][C:7]2[CH:14]=[CH:13][C:10]([CH2:11][NH2:12])=[CH:9][CH:8]=2)=[CH:4][CH:3]=1, predict the reactants needed to synthesize it. The reactants are: [CH3:1][C:2]1[CH:16]=[CH:15][C:5]([O:6][C:7]2[CH:14]=[CH:13][C:10]([C:11]#[N:12])=[CH:9][CH:8]=2)=[CH:4][CH:3]=1.[H-].[Al+3].[Li+].[H-].[H-].[H-].C1COCC1.[OH-].[Na+]. (3) Given the product [C:11]([O:15][C:16](=[O:23])[NH:17][C@H:18]([C:20](=[O:21])[NH:7][CH2:8][CH2:9][SH:10])[CH3:19])([CH3:12])([CH3:13])[CH3:14], predict the reactants needed to synthesize it. The reactants are: C(=O)(O)[O-].[Na+].Cl.[NH2:7][CH2:8][CH2:9][SH:10].[C:11]([O:15][C:16](=[O:23])[NH:17][C@@H:18]([C:20](F)=[O:21])[CH3:19])([CH3:14])([CH3:13])[CH3:12]. (4) Given the product [F:1][C:2]1[CH:3]=[C:4]([C:9](=[C:23]2[CH2:29][CH2:28][CH2:27][CH2:26][CH2:25][CH2:24]2)[C:10]2[CH:15]=[CH:14][C:13](/[CH:16]=[CH:17]/[C:18]([OH:20])=[O:19])=[CH:12][CH:11]=2)[CH:5]=[CH:6][C:7]=1[OH:8], predict the reactants needed to synthesize it. The reactants are: [F:1][C:2]1[CH:3]=[C:4]([C:9](=[C:23]2[CH2:29][CH2:28][CH2:27][CH2:26][CH2:25][CH2:24]2)[C:10]2[CH:15]=[CH:14][C:13](/[CH:16]=[CH:17]/[C:18]([O:20]CC)=[O:19])=[CH:12][CH:11]=2)[CH:5]=[CH:6][C:7]=1[OH:8].[OH-].[Na+].Cl. (5) The reactants are: [F:1][C:2]1[CH:7]=[CH:6][C:5]([N:8]2[C:12]([C:13]3[CH:18]=[CH:17][C:16]([C@:19]4([C:35](=[O:37])[NH2:36])[CH2:23][CH2:22][CH2:21][N:20]4[C:24](=[O:34])[C@@H:25]([NH:29][C:30](=[O:33])[O:31][CH3:32])[CH:26]([CH3:28])[CH3:27])=[CH:15][CH:14]=3)=[CH:11][CH:10]=[C:9]2[C:38]2[CH:43]=[CH:42][C:41]([C@:44]3([C:60](=[O:62])[NH2:61])[CH2:48][CH2:47][CH2:46][N:45]3[C:49](=[O:59])[C@@H:50]([NH:54][C:55](=[O:58])[O:56][CH3:57])[CH:51]([CH3:53])[CH3:52])=[CH:40][CH:39]=2)=[CH:4][CH:3]=1.[Br:63]N1C(=O)CCC1=O. Given the product [Br:63][C:10]1[CH:11]=[C:12]([C:13]2[CH:18]=[CH:17][C:16]([C@:19]3([C:35](=[O:37])[NH2:36])[CH2:23][CH2:22][CH2:21][N:20]3[C:24](=[O:34])[C@@H:25]([NH:29][C:30](=[O:33])[O:31][CH3:32])[CH:26]([CH3:28])[CH3:27])=[CH:15][CH:14]=2)[N:8]([C:5]2[CH:6]=[CH:7][C:2]([F:1])=[CH:3][CH:4]=2)[C:9]=1[C:38]1[CH:39]=[CH:40][C:41]([C@:44]2([C:60](=[O:62])[NH2:61])[CH2:48][CH2:47][CH2:46][N:45]2[C:49](=[O:59])[C@@H:50]([NH:54][C:55](=[O:58])[O:56][CH3:57])[CH:51]([CH3:52])[CH3:53])=[CH:42][CH:43]=1, predict the reactants needed to synthesize it. (6) The reactants are: [CH3:1][O:2][C:3]1[C:13]2[CH2:12][C:11](=O)[CH2:10][CH2:9][CH2:8][C:7]=2[CH:6]=[CH:5][CH:4]=1.[CH2:15]([NH2:22])[C:16]1[CH:21]=[CH:20][CH:19]=[CH:18][CH:17]=1.O.C1(C)C=CC(S(O)(=O)=O)=CC=1. Given the product [CH2:15]([NH:22][CH:11]1[CH2:10][CH2:9][CH2:8][C:7]2[CH:6]=[CH:5][CH:4]=[C:3]([O:2][CH3:1])[C:13]=2[CH2:12]1)[C:16]1[CH:21]=[CH:20][CH:19]=[CH:18][CH:17]=1, predict the reactants needed to synthesize it. (7) Given the product [Si:5]([O:22][CH2:23][CH2:24][C@H:25]([O:27][C:28]1[CH:33]=[CH:32][CH:31]=[CH:30][C:29]=1[C:34]1[CH:39]=[CH:38][C:37]([C:40]([OH:42])=[O:41])=[C:36]([Cl:44])[CH:35]=1)[CH3:26])([C:18]([CH3:20])([CH3:21])[CH3:19])([C:12]1[CH:17]=[CH:16][CH:15]=[CH:14][CH:13]=1)[C:6]1[CH:7]=[CH:8][CH:9]=[CH:10][CH:11]=1, predict the reactants needed to synthesize it. The reactants are: C(O)C.O.[Si:5]([O:22][CH2:23][CH2:24][C@H:25]([O:27][C:28]1[CH:33]=[CH:32][CH:31]=[CH:30][C:29]=1[C:34]1[CH:39]=[CH:38][C:37]([C:40]([O:42]C)=[O:41])=[C:36]([Cl:44])[CH:35]=1)[CH3:26])([C:18]([CH3:21])([CH3:20])[CH3:19])([C:12]1[CH:17]=[CH:16][CH:15]=[CH:14][CH:13]=1)[C:6]1[CH:11]=[CH:10][CH:9]=[CH:8][CH:7]=1.[OH-].[Na+]. (8) Given the product [CH3:1][O:2][C:3]1[CH:4]=[C:5]2[C:10](=[CH:11][CH:12]=1)[CH:9]=[C:8]([CH2:13][N:14]1[CH:19]=[CH:18][CH:17]=[C:16]([C:20]([NH:24][C@@H:25]([CH2:33][CH2:34][CH2:35][NH:36][C:37]([NH:39][S:40]([C:43]3[C:44]([CH3:57])=[C:45]4[C:50](=[C:51]([CH3:54])[C:52]=3[CH3:53])[O:49][C:48]([CH3:56])([CH3:55])[CH2:47][CH2:46]4)(=[O:41])=[O:42])=[NH:38])[C:26]([O:28][C:29]([CH3:30])([CH3:31])[CH3:32])=[O:27])=[O:21])[C:15]1=[O:23])[CH:7]=[CH:6]2, predict the reactants needed to synthesize it. The reactants are: [CH3:1][O:2][C:3]1[CH:4]=[C:5]2[C:10](=[CH:11][CH:12]=1)[CH:9]=[C:8]([CH2:13][N:14]1[CH:19]=[CH:18][CH:17]=[C:16]([C:20](O)=[O:21])[C:15]1=[O:23])[CH:7]=[CH:6]2.[NH2:24][C@@H:25]([CH2:33][CH2:34][CH2:35][NH:36][C:37]([NH:39][S:40]([C:43]1[C:44]([CH3:57])=[C:45]2[C:50](=[C:51]([CH3:54])[C:52]=1[CH3:53])[O:49][C:48]([CH3:56])([CH3:55])[CH2:47][CH2:46]2)(=[O:42])=[O:41])=[NH:38])[C:26]([O:28][C:29]([CH3:32])([CH3:31])[CH3:30])=[O:27].CN(C(ON1N=NC2C=CC=CC1=2)=[N+](C)C)C.F[P-](F)(F)(F)(F)F.CCN(C(C)C)C(C)C. (9) Given the product [ClH:1].[Cl:1][C:2]1[CH:3]=[C:4]([C:8]2[N:13]=[C:12]3[CH2:14][CH2:15][CH2:16][C:11]3=[C:10]([NH:17][C:18]3[CH:23]=[CH:22][C:34]([CH:35]([OH:36])[CH2:37][OH:30])=[CH:20][CH:19]=3)[CH:9]=2)[CH:5]=[CH:6][CH:7]=1, predict the reactants needed to synthesize it. The reactants are: [Cl:1][C:2]1[CH:3]=[C:4]([C:8]2[N:13]=[C:12]3[CH2:14][CH2:15][CH2:16][C:11]3=[C:10]([NH:17][C:18]3[CH:23]=[CH:22]C(C=C)=[CH:20][CH:19]=3)[CH:9]=2)[CH:5]=[CH:6][CH:7]=1.C[N+]1([O-])CC[O:30]CC1.[CH3:34][C:35]([CH3:37])=[O:36]. (10) Given the product [CH3:22][O:23][C:24]([CH:25]1[CH2:27][S:30][C:18]([C:13]2[CH:14]=[CH:15][CH:16]([Cl:19])[C:6]([CH3:7])([CH3:34])[CH:12]=2)=[N:26]1)=[O:31], predict the reactants needed to synthesize it. The reactants are: C(N([CH2:6][CH3:7])CC)C.Cl.C(O[C:12](=N)[C:13]1[CH:18]=C[C:16]([Cl:19])=[CH:15][CH:14]=1)C.Cl.[CH3:22][O:23][C:24](=[O:31])[C@H:25]([C:27]([SH:30])(C)C)[NH2:26].O.Cl[CH2:34]Cl.